From a dataset of TCR-epitope binding with 47,182 pairs between 192 epitopes and 23,139 TCRs. Binary Classification. Given a T-cell receptor sequence (or CDR3 region) and an epitope sequence, predict whether binding occurs between them. (1) The TCR CDR3 sequence is CASSLGREGRMDTQYF. The epitope is ILKEPVHGV. Result: 0 (the TCR does not bind to the epitope). (2) The epitope is TPINLVRDL. The TCR CDR3 sequence is CASSLAGHNPADGYTF. Result: 0 (the TCR does not bind to the epitope). (3) The epitope is TPINLVRDL. The TCR CDR3 sequence is CASSQGGTGNYEQYF. Result: 1 (the TCR binds to the epitope).